From a dataset of Catalyst prediction with 721,799 reactions and 888 catalyst types from USPTO. Predict which catalyst facilitates the given reaction. (1) Reactant: [CH3:1][O:2][CH2:3][CH2:4][N:5]1[C:9]([CH3:10])=[C:8]([CH3:11])[S:7][C:6]1=[NH:12].CCN(CC)CC.[Cl:20][C:21]1[CH:26]=[C:25]([F:27])[CH:24]=[CH:23][C:22]=1[C:28](Cl)=[O:29]. Product: [Cl:20][C:21]1[CH:26]=[C:25]([F:27])[CH:24]=[CH:23][C:22]=1[C:28](/[N:12]=[C:6]1\[S:7][C:8]([CH3:11])=[C:9]([CH3:10])[N:5]\1[CH2:4][CH2:3][O:2][CH3:1])=[O:29]. The catalyst class is: 1. (2) Reactant: [S:1]1[CH2:6][CH2:5][C:4](=O)[CH2:3][CH2:2]1.[C:8]([O:12][C:13]([CH3:16])([CH3:15])[CH3:14])(=[O:11])[NH:9][NH2:10]. Product: [S:1]1[CH2:6][CH2:5][C:4](=[N:10][NH:9][C:8]([O:12][C:13]([CH3:16])([CH3:15])[CH3:14])=[O:11])[CH2:3][CH2:2]1. The catalyst class is: 5.